Dataset: Full USPTO retrosynthesis dataset with 1.9M reactions from patents (1976-2016). Task: Predict the reactants needed to synthesize the given product. (1) Given the product [CH:9]1([C:2]2[N:3]=[CH:4][C:5]([NH2:8])=[N:6][CH:7]=2)[CH2:11][CH2:10]1, predict the reactants needed to synthesize it. The reactants are: Br[C:2]1[N:3]=[CH:4][C:5]([NH2:8])=[N:6][CH:7]=1.[CH:9]1(B2OC(C)(C)C(C)(C)O2)[CH2:11][CH2:10]1.CC([O-])(C)C.[K+].O1CCOCC1. (2) Given the product [Cl:1][C:2]1[CH:3]=[CH:4][C:5]([CH2:6][N:7]2[C:12]([NH:13][C:14]3[CH:19]=[CH:18][C:17]([O:20][CH:21]([CH3:23])[CH3:22])=[C:16]([Cl:24])[CH:15]=3)=[N:11][C:10]([CH:25]=[CH:26][C:27]([OH:29])=[O:28])=[N:9][C:8]2=[O:32])=[CH:33][CH:34]=1, predict the reactants needed to synthesize it. The reactants are: [Cl:1][C:2]1[CH:34]=[CH:33][C:5]([CH2:6][N:7]2[C:12]([NH:13][C:14]3[CH:19]=[CH:18][C:17]([O:20][CH:21]([CH3:23])[CH3:22])=[C:16]([Cl:24])[CH:15]=3)=[N:11][C:10]([CH:25]=[CH:26][C:27]([O:29]CC)=[O:28])=[N:9][C:8]2=[O:32])=[CH:4][CH:3]=1.C1COCC1.CCO.O.[OH-].[Li+]. (3) Given the product [CH3:33][O:32][CH2:31][CH2:30][CH2:29][N:26]1[C:27]2[C:23](=[CH:22][CH:21]=[C:20]([CH2:19][C@H:15]([CH:16]([CH3:17])[CH3:18])[C:14]([OH:34])=[O:39])[CH:28]=2)[CH:24]=[N:25]1, predict the reactants needed to synthesize it. The reactants are: C([C@@H]1COC(=O)N1[C:14](=[O:34])[C@H:15]([CH2:19][C:20]1[CH:28]=[C:27]2[C:23]([CH:24]=[N:25][N:26]2[CH2:29][CH2:30][CH2:31][O:32][CH3:33])=[CH:22][CH:21]=1)[CH:16]([CH3:18])[CH3:17])C1C=CC=CC=1.OO.[Li+].[OH-].[O-:39]S([O-])=O.[Na+].[Na+]. (4) Given the product [F:1][C:2]1[CH:22]=[C:21]([F:23])[CH:20]=[CH:19][C:3]=1[O:4][C:5]1[CH:6]=[C:7]2[C:11](=[CH:12][C:13]=1[O:14][CH2:37][CH:34]1[CH2:35][CH2:36][NH:31][CH2:32][CH2:33]1)[N:10]([CH2:15][CH:16]([CH3:18])[CH3:17])[N:9]=[CH:8]2, predict the reactants needed to synthesize it. The reactants are: [F:1][C:2]1[CH:22]=[C:21]([F:23])[CH:20]=[CH:19][C:3]=1[O:4][C:5]1[CH:6]=[C:7]2[C:11](=[CH:12][C:13]=1[OH:14])[N:10]([CH2:15][CH:16]([CH3:18])[CH3:17])[N:9]=[CH:8]2.C(OC([N:31]1[CH2:36][CH2:35][CH:34]([CH2:37]OS(C2C=CC(C)=CC=2)(=O)=O)[CH2:33][CH2:32]1)=O)(C)(C)C.[Na+].[I-].C([O-])([O-])=O.[K+].[K+].